From a dataset of Reaction yield outcomes from USPTO patents with 853,638 reactions. Predict the reaction yield, written as a fraction of the theoretical maximum amount of product (1.0 means a 100% yield; for example, 0.34 means a 34% yield). (1) The yield is 0.595. The reactants are [NH2:1][C:2]1[CH:31]=[CH:30][C:5]2[N:6]=[C:7]([C:12]3[C:13](=[O:29])[N:14]([CH2:24][CH2:25][CH:26]([CH3:28])[CH3:27])[N:15]=[C:16]([C:19]4[S:20][CH:21]=[CH:22][CH:23]=4)[C:17]=3[OH:18])[NH:8][S:9](=[O:11])(=[O:10])[C:4]=2[CH:3]=1.C(N(CC)C(C)C)(C)C.N1C=CC=CC=1.Cl[C:48]([O:50][CH3:51])=[O:49]. The catalyst is C(#N)C. The product is [CH3:51][O:50][C:48](=[O:49])[NH:1][C:2]1[CH:31]=[CH:30][C:5]2[N:6]=[C:7]([C:12]3[C:13](=[O:29])[N:14]([CH2:24][CH2:25][CH:26]([CH3:28])[CH3:27])[N:15]=[C:16]([C:19]4[S:20][CH:21]=[CH:22][CH:23]=4)[C:17]=3[OH:18])[NH:8][S:9](=[O:10])(=[O:11])[C:4]=2[CH:3]=1. (2) The catalyst is C(OCC)C. The reactants are [F:1][C:2]1[CH:3]=[N:4][C:5]([N:8]2[CH2:16][C@@H:15]3[C@@:10]([C:18]4[S:19][C:20]([F:23])=[CH:21][CH:22]=4)([N:11]=[C:12]([NH2:17])[S:13][CH2:14]3)[CH2:9]2)=[N:6][CH:7]=1.[ClH:24]. The product is [ClH:24].[F:1][C:2]1[CH:7]=[N:6][C:5]([N:8]2[CH2:16][C@@H:15]3[C@@:10]([C:18]4[S:19][C:20]([F:23])=[CH:21][CH:22]=4)([N:11]=[C:12]([NH2:17])[S:13][CH2:14]3)[CH2:9]2)=[N:4][CH:3]=1. The yield is 0.970. (3) The reactants are [Cl:1][C:2]1[CH:7]=[CH:6][CH:5]=[CH:4][C:3]=1[NH:8][C:9]1[N:14]2[N:15]=[CH:16][C:17]([S:18]([NH2:21])(=[O:20])=[O:19])=[C:13]2[N:12]=[CH:11][C:10]=1[C:22]([N:24]1[CH2:29][CH2:28][CH:27]([C:30]2[CH:35]=[CH:34][CH:33]=[CH:32][CH:31]=2)[CH2:26][CH2:25]1)=[O:23].N1C=CC=CC=1.Cl[C:43]([O:45][CH3:46])=[O:44].Cl. The catalyst is ClCCl. The product is [Cl:1][C:2]1[CH:7]=[CH:6][CH:5]=[CH:4][C:3]=1[NH:8][C:9]1[N:14]2[N:15]=[CH:16][C:17]([S:18]([NH:21][C:43](=[O:44])[O:45][CH3:46])(=[O:19])=[O:20])=[C:13]2[N:12]=[CH:11][C:10]=1[C:22]([N:24]1[CH2:25][CH2:26][CH:27]([C:30]2[CH:35]=[CH:34][CH:33]=[CH:32][CH:31]=2)[CH2:28][CH2:29]1)=[O:23]. The yield is 0.400. (4) The reactants are C(NC(C)C)(C)C.[Li]CCCC.COP([CH2:19][C:20]1[N:21]([CH3:36])[C:22]2[C:27]([N:28]=1)=[C:26]([N:29]1[CH2:34][CH2:33][O:32][CH2:31][CH2:30]1)[N:25]=[C:24]([Cl:35])[N:23]=2)(=O)OC.[C:37]([O:41][C:42]([N:44]1[CH2:47][C:46](=O)[CH2:45]1)=[O:43])([CH3:40])([CH3:39])[CH3:38]. The catalyst is C1COCC1. The product is [C:37]([O:41][C:42]([N:44]1[CH2:47][C:46](=[CH:19][C:20]2[N:21]([CH3:36])[C:22]3[C:27]([N:28]=2)=[C:26]([N:29]2[CH2:30][CH2:31][O:32][CH2:33][CH2:34]2)[N:25]=[C:24]([Cl:35])[N:23]=3)[CH2:45]1)=[O:43])([CH3:40])([CH3:38])[CH3:39]. The yield is 0.920. (5) The reactants are Br[CH2:2][C:3]1[CH:12]=[CH:11][C:6]([C:7]([O:9][CH3:10])=[O:8])=[CH:5][CH:4]=1.[C-:13]#[N:14].[Na+]. The catalyst is [Br-].C([N+](C)(C)C)CCCCCCCCCCCCCCC.C1C=CC=CC=1.O. The product is [CH3:10][O:9][C:7](=[O:8])[C:6]1[CH:11]=[CH:12][C:3]([CH2:2][C:13]#[N:14])=[CH:4][CH:5]=1. The yield is 0.600. (6) No catalyst specified. The yield is 0.957. The reactants are S(O[CH2:8][CH3:9])(OCC)(=O)=[O:2].[CH2:10]([N:12]([CH2:15][CH3:16])[CH2:13][CH3:14])[CH3:11].C(O)C.[OH-].[Na+]. The product is [OH-:2].[CH2:10]([N+:12]([CH2:8][CH3:9])([CH2:15][CH3:16])[CH2:13][CH3:14])[CH3:11]. (7) The reactants are [C:1]([N:8]1[CH2:13][CH2:12][C:11]([C:17]2[CH:22]=[CH:21][C:20]([Cl:23])=[CH:19][CH:18]=2)([C:14](O)=[O:15])[CH2:10][CH2:9]1)([O:3][C:4]([CH3:7])([CH3:6])[CH3:5])=[O:2].[CH3:24][N:25]1CCOC[CH2:26]1.C1C=CC2N(O)N=NC=2C=1.Cl.CNC.CN(C(ON1N=NC2C=CC=CC1=2)=[N+](C)C)C.F[P-](F)(F)(F)(F)F.[OH-].[Na+]. The catalyst is CN(C=O)C. The product is [C:4]([O:3][C:1]([N:8]1[CH2:13][CH2:12][C:11]([C:17]2[CH:22]=[CH:21][C:20]([Cl:23])=[CH:19][CH:18]=2)([C:14](=[O:15])[N:25]([CH3:26])[CH3:24])[CH2:10][CH2:9]1)=[O:2])([CH3:7])([CH3:6])[CH3:5]. The yield is 0.940. (8) The reactants are [CH3:1][C:2]1[N:11]([CH:12]2[CH2:17][CH2:16][N:15](C(=O)C)[CH2:14][CH2:13]2)[C:5]2[CH:6]=[N:7][C:8]([CH3:10])=[CH:9][C:4]=2[N:3]=1.Cl. The catalyst is C(O)C. The product is [CH3:1][C:2]1[N:11]([CH:12]2[CH2:17][CH2:16][NH:15][CH2:14][CH2:13]2)[C:5]2[CH:6]=[N:7][C:8]([CH3:10])=[CH:9][C:4]=2[N:3]=1. The yield is 0.770. (9) The reactants are [CH3:1][C:2]1[C:10]2[C:5](=[CH:6][CH:7]=[C:8]([C:11]3[S:15][C:14]([NH:16][C@@H:17]([CH2:30][C:31]4[CH:36]=[CH:35][CH:34]=[CH:33][CH:32]=4)[CH2:18][N:19]4C(=O)C5C=CC=CC=5C4=O)=[N:13][N:12]=3)[CH:9]=2)[NH:4][N:3]=1.O=C1C2C=CC=CC=2C(=O)N1C[C@@H](NC(NNC(C1C=C2C(=CC=1)NN=C2C)=O)=S)CC1C=CC=CC=1.CS(O)(=O)=O. No catalyst specified. The product is [NH2:19][CH2:18][C@@H:17]([NH:16][C:14]1[S:15][C:11]([C:8]2[CH:9]=[C:10]3[C:5](=[CH:6][CH:7]=2)[NH:4][N:3]=[C:2]3[CH3:1])=[N:12][N:13]=1)[CH2:30][C:31]1[CH:36]=[CH:35][CH:34]=[CH:33][CH:32]=1. The yield is 0.840.